Dataset: Retrosynthesis with 50K atom-mapped reactions and 10 reaction types from USPTO. Task: Predict the reactants needed to synthesize the given product. (1) The reactants are: CCOC(=O)c1oc2cccc(OCCCNCc3ccccc3)c2c1C. Given the product CCOC(=O)c1oc2cccc(OCCCN)c2c1C, predict the reactants needed to synthesize it. (2) Given the product CNC(=O)c1c(C)[nH]c2cc(Oc3ccnc4cc(C(=O)N5CCC(O)C5)sc34)ccc12, predict the reactants needed to synthesize it. The reactants are: CNC(=O)c1c(C)[nH]c2cc(O)ccc12.O=C(c1cc2nccc(Cl)c2s1)N1CC[C@@H](O)C1. (3) Given the product CCOC(=O)CN(Cc1ccc2ccccc2n1)S(=O)(=O)c1ccc(OC)cc1, predict the reactants needed to synthesize it. The reactants are: CCOC(=O)CNS(=O)(=O)c1ccc(OC)cc1.ClCc1ccc2ccccc2n1. (4) Given the product COC(=O)c1ccc(CCC(=O)NCC(=O)N(C)c2ccc(Cl)c(COc3cccc4c3nc(OC)n4Cc3ccccn3)c2Cl)cc1, predict the reactants needed to synthesize it. The reactants are: COC(=O)c1ccc(CCC(=O)O)cc1.COc1nc2c(OCc3c(Cl)ccc(N(C)C(=O)CN)c3Cl)cccc2n1Cc1ccccn1. (5) Given the product Cc1c(-c2ncccc2C(=O)c2ccccc2Cl)nnn1Cc1cc(C(F)(F)F)cc(C(F)(F)F)c1, predict the reactants needed to synthesize it. The reactants are: CCCC[Sn](CCCC)(CCCC)c1nnn(Cc2cc(C(F)(F)F)cc(C(F)(F)F)c2)c1C.O=C(c1ccccc1Cl)c1cccnc1Br.